Dataset: Forward reaction prediction with 1.9M reactions from USPTO patents (1976-2016). Task: Predict the product of the given reaction. (1) Given the reactants [H-].[Al+3].[Li+].[H-].[H-].[H-].[C:7]12([Si:17](Cl)(Cl)Cl)[CH2:16][CH:11]3[CH2:12][CH:13]([CH2:15][CH:9]([CH2:10]3)[CH2:8]1)[CH2:14]2, predict the reaction product. The product is: [C:7]12([SiH3:17])[CH2:14][CH:13]3[CH2:12][CH:11]([CH2:10][CH:9]([CH2:15]3)[CH2:8]1)[CH2:16]2. (2) Given the reactants [NH2:1][CH2:2][C@@H:3]1[C@@H:11]([C@@:12]2([CH3:21])[CH2:17][CH2:16][C@H:15]([OH:18])[CH2:14][C@@H:13]2[CH2:19][OH:20])[CH2:10][CH2:9][C@@:8]2([CH3:22])[C@H:4]1[CH2:5][CH2:6][C:7]2=[CH2:23].C1CN([P+](ON2N=NC3C=CC=CC2=3)(N2CCCC2)N2CCCC2)CC1.F[P-](F)(F)(F)(F)F.[N:57]1[CH:62]=[CH:61][CH:60]=[CH:59][C:58]=1[C:63](O)=[O:64].CCN(C(C)C)C(C)C, predict the reaction product. The product is: [OH:18][C@H:15]1[CH2:16][CH2:17][C@@:12]([C@H:11]2[CH2:10][CH2:9][C@@:8]3([CH3:22])[C@@H:4]([CH2:5][CH2:6][C:7]3=[CH2:23])[C@@H:3]2[CH2:2][NH:1][C:63](=[O:64])[C:58]2[CH:59]=[CH:60][CH:61]=[CH:62][N:57]=2)([CH3:21])[C@@H:13]([CH2:19][OH:20])[CH2:14]1. (3) Given the reactants OCCN(C)C(C1C(OCC2C=CC=CC=2)=C(O)N=C(CC2(C3C4C(=CC=CC=4)C=CC=3)CCCC2)N=1)=O.[CH2:39]([O:46][C:47]1[C:48]([C:70]([N:72]([CH2:76][CH2:77][O:78][Si](C(C)(C)C)(C)C)[CH:73]([CH3:75])[CH3:74])=[O:71])=[N:49][C:50]([CH2:54][C:55]2([C:60]3[C:69]4[C:64](=[CH:65][CH:66]=[CH:67][CH:68]=4)[CH:63]=[CH:62][CH:61]=3)[CH2:59][CH2:58][CH2:57][CH2:56]2)=[N:51][C:52]=1[OH:53])[C:40]1[CH:45]=[CH:44][CH:43]=[CH:42][CH:41]=1, predict the reaction product. The product is: [CH2:39]([O:46][C:47]1[C:48]([C:70]([N:72]([CH2:76][CH2:77][OH:78])[CH:73]([CH3:75])[CH3:74])=[O:71])=[N:49][C:50]([CH2:54][C:55]2([C:60]3[C:69]4[C:64](=[CH:65][CH:66]=[CH:67][CH:68]=4)[CH:63]=[CH:62][CH:61]=3)[CH2:56][CH2:57][CH2:58][CH2:59]2)=[N:51][C:52]=1[OH:53])[C:40]1[CH:41]=[CH:42][CH:43]=[CH:44][CH:45]=1.